Task: Regression. Given a peptide amino acid sequence and an MHC pseudo amino acid sequence, predict their binding affinity value. This is MHC class II binding data.. Dataset: Peptide-MHC class II binding affinity with 134,281 pairs from IEDB (1) The peptide sequence is MNILLQYVVKSFD. The binding affinity (normalized) is 0.714. The MHC is DRB1_0404 with pseudo-sequence DRB1_0404. (2) The MHC is DRB1_0802 with pseudo-sequence DRB1_0802. The binding affinity (normalized) is 0.557. The peptide sequence is TELQIVDKIDAAFKI. (3) The peptide sequence is AAATAGTTVYGTFAA. The MHC is HLA-DPA10103-DPB10401 with pseudo-sequence HLA-DPA10103-DPB10401. The binding affinity (normalized) is 0.270. (4) The peptide sequence is SYKICTDKMFFVKNP. The MHC is HLA-DQA10303-DQB10402 with pseudo-sequence HLA-DQA10303-DQB10402. The binding affinity (normalized) is 0.408. (5) The binding affinity (normalized) is 0. The peptide sequence is ESLHNPYPDYHWLRT. The MHC is HLA-DQA10102-DQB10602 with pseudo-sequence HLA-DQA10102-DQB10602. (6) The peptide sequence is EWVAMTKGEGGVWTFDSEEP. The MHC is HLA-DQA10301-DQB10302 with pseudo-sequence HLA-DQA10301-DQB10302. The binding affinity (normalized) is 0.572. (7) The peptide sequence is EFESLFKCLSHISLS. The MHC is DRB1_0301 with pseudo-sequence DRB1_0301. The binding affinity (normalized) is 0.118. (8) The peptide sequence is VKEEGKEELQEIPTM. The MHC is DRB1_0701 with pseudo-sequence DRB1_0701. The binding affinity (normalized) is 0.335.